Task: Predict which catalyst facilitates the given reaction.. Dataset: Catalyst prediction with 721,799 reactions and 888 catalyst types from USPTO (1) Reactant: [H-].[Na+].[CH2:3]([O:10][C:11]([N:13]1[CH2:18][CH2:17][NH:16][C:15](=[O:19])[CH2:14]1)=[O:12])[C:4]1[CH:9]=[CH:8][CH:7]=[CH:6][CH:5]=1.[C:20]([O:24][C:25]([N:27]1[CH2:32][CH2:31][CH:30]([CH2:33]Br)[CH2:29][CH2:28]1)=[O:26])([CH3:23])([CH3:22])[CH3:21]. Product: [CH2:3]([O:10][C:11]([N:13]1[CH2:18][CH2:17][N:16]([CH2:33][CH:30]2[CH2:31][CH2:32][N:27]([C:25]([O:24][C:20]([CH3:21])([CH3:23])[CH3:22])=[O:26])[CH2:28][CH2:29]2)[C:15](=[O:19])[CH2:14]1)=[O:12])[C:4]1[CH:5]=[CH:6][CH:7]=[CH:8][CH:9]=1. The catalyst class is: 3. (2) Reactant: [Br:1][C:2]1[CH:7]=[CH:6][C:5]([C:8]2[CH:13]=[CH:12][CH:11]=[CH:10][N:9]=2)=[C:4](F)[CH:3]=1.[C-:15]#[N:16].[Na+]. Product: [Br:1][C:2]1[CH:7]=[CH:6][C:5]([C:8]2[CH:13]=[CH:12][CH:11]=[CH:10][N:9]=2)=[C:4]([CH:3]=1)[C:15]#[N:16]. The catalyst class is: 197. (3) Reactant: [Cl:1][C:2]1[CH:3]=[C:4]2[C:9](=[CH:10][CH:11]=1)[N:8]=[C:7](O)[CH:6]=[C:5]2[C:13]([OH:15])=O.CN(C=O)C.S(Cl)([Cl:23])=O.[N:25]1([CH2:30][CH2:31][NH2:32])[CH2:29][CH2:28][CH2:27][CH2:26]1. Product: [Cl:23][C:7]1[CH:6]=[C:5]([C:13]([NH:32][CH2:31][CH2:30][N:25]2[CH2:29][CH2:28][CH2:27][CH2:26]2)=[O:15])[C:4]2[C:9](=[CH:10][CH:11]=[C:2]([Cl:1])[CH:3]=2)[N:8]=1. The catalyst class is: 2. (4) The catalyst class is: 9. Reactant: [CH2:1]([O:3][C:4]1[C:5]([F:25])=[C:6]([CH:22]=[CH:23][CH:24]=1)[O:7][C:8]1[CH2:12][N:11]([C@@H:13]([CH2:17][CH:18]([CH3:20])[CH3:19])[C:14]([OH:16])=O)[C:10](=[O:21])[CH:9]=1)[CH3:2].Cl.[OH:27][C@@H:28]([CH2:58]O)[CH2:29][N:30]1[CH:34]=[CH:33][C:32]([NH:35]C(=O)[C@@H](N2CC(OC3C=CC=C(Cl)C=3Cl)=CC2=O)CC(C)C)=[N:31]1.F[P-](F)(F)(F)(F)F.N1(O[P+](N(C)C)(N(C)C)N(C)C)C2C=CC=C[C:70]=2N=N1.C(N(CC)C(C)C)(C)C. Product: [OH:27][C:28]([CH3:58])([CH3:70])[CH2:29][N:30]1[CH:34]=[CH:33][C:32]([NH:35][C:14](=[O:16])[C@@H:13]([N:11]2[CH2:12][C:8]([O:7][C:6]3[CH:22]=[CH:23][CH:24]=[C:4]([O:3][CH2:1][CH3:2])[C:5]=3[F:25])=[CH:9][C:10]2=[O:21])[CH2:17][CH:18]([CH3:20])[CH3:19])=[N:31]1. (5) The catalyst class is: 9. Product: [Cl:23][C:24]1[CH:29]=[CH:28][C:27]([C:2]2[CH:7]=[CH:6][C:5]([CH2:8][CH2:9][S:10][CH:11]3[CH2:15][CH2:14][O:13][C:12]3=[O:16])=[CH:4][CH:3]=2)=[CH:26][CH:25]=1. Reactant: Br[C:2]1[CH:7]=[CH:6][C:5]([CH2:8][CH2:9][S:10][CH:11]2[CH2:15][CH2:14][O:13][C:12]2=[O:16])=[CH:4][CH:3]=1.C(=O)([O-])[O-].[K+].[K+].[Cl:23][C:24]1[CH:29]=[CH:28][C:27](B(O)O)=[CH:26][CH:25]=1.O. (6) Reactant: [Cl:1][C:2]1[C:3]([N:8]2[C:12]([C:13]3[O:18][C:17](=[O:19])[C:16]4[CH:20]=[C:21]([C:25]#[N:26])[CH:22]=[C:23]([CH3:24])[C:15]=4[N:14]=3)=[CH:11][C:10]([C:27]([F:30])([F:29])[F:28])=[N:9]2)=[N:4][CH:5]=[CH:6][CH:7]=1.[OH-].[NH4+:32]. Product: [Cl:1][C:2]1[C:3]([N:8]2[C:12]([C:13]([NH:14][C:15]3[C:16]([C:17]([NH2:32])=[O:19])=[CH:20][C:21]([C:25]#[N:26])=[CH:22][C:23]=3[CH3:24])=[O:18])=[CH:11][C:10]([C:27]([F:29])([F:30])[F:28])=[N:9]2)=[N:4][CH:5]=[CH:6][CH:7]=1. The catalyst class is: 7. (7) Reactant: [NH:1]1[CH:5]=[C:4]([CH2:6][OH:7])[N:3]=[N:2]1.N1C=CN=C1.[CH3:13][C:14]([Si:17](Cl)([CH3:19])[CH3:18])([CH3:16])[CH3:15]. Product: [Si:17]([O:7][CH2:6][C:4]1[N:3]=[N:2][NH:1][CH:5]=1)([C:14]([CH3:16])([CH3:15])[CH3:13])([CH3:19])[CH3:18]. The catalyst class is: 2. (8) Reactant: [CH2:1]([O:8][NH2:9])[C:2]1[CH:7]=[CH:6][CH:5]=[CH:4][CH:3]=1.[CH3:10][N:11]1[C:16](=[O:17])[N:15]2[CH:18]=[N:19][C:20]([C:21](Cl)=[O:22])=[C:14]2[N:13]=[N:12]1. Product: [CH2:1]([O:8][NH:9][C:21]([C:20]1[N:19]=[CH:18][N:15]2[C:16](=[O:17])[N:11]([CH3:10])[N:12]=[N:13][C:14]=12)=[O:22])[C:2]1[CH:7]=[CH:6][CH:5]=[CH:4][CH:3]=1. The catalyst class is: 20. (9) Reactant: [NH:1]1[CH2:6][CH2:5][O:4][CH2:3][CH2:2]1.Br[CH2:8][CH2:9][CH2:10][OH:11]. Product: [O:4]1[CH2:5][CH2:6][N:1]([CH2:8][CH2:9][CH2:10][OH:11])[CH2:2][CH2:3]1. The catalyst class is: 11.